From a dataset of Full USPTO retrosynthesis dataset with 1.9M reactions from patents (1976-2016). Predict the reactants needed to synthesize the given product. Given the product [Cl:1][C:2]1[N:7]=[C:6]([N:8]2[C@@H:9]([C@H:12]([O:14][CH3:15])[CH3:13])[CH2:10][O:11][C:17]2=[O:19])[CH:5]=[CH:4][N:3]=1, predict the reactants needed to synthesize it. The reactants are: [Cl:1][C:2]1[N:7]=[C:6]([NH:8][C@@H:9]([C@H:12]([O:14][CH3:15])[CH3:13])[CH2:10][OH:11])[CH:5]=[CH:4][N:3]=1.Cl[C:17](Cl)([O:19]C(=O)OC(Cl)(Cl)Cl)Cl.CC1C=CC=C(C)N=1.CCOC(C)=O.CCCCCCC.